Dataset: Full USPTO retrosynthesis dataset with 1.9M reactions from patents (1976-2016). Task: Predict the reactants needed to synthesize the given product. (1) Given the product [OH:12][C:11]1[C:10]2[C:5](=[CH:6][CH:7]=[CH:8][N:9]=2)[N:4]=[CH:3][C:2]=1[NH-:1].[OH:24][C:23]1[C:22]2[C:17](=[CH:18][CH:19]=[CH:20][CH:21]=2)[N:16]=[CH:15][C:14]=1[NH-:13], predict the reactants needed to synthesize it. The reactants are: [NH2:1][C:2]1[CH:3]=[N:4][C:5]2[C:10]([C:11]=1[OH:12])=[N:9][CH:8]=[CH:7][CH:6]=2.[NH2:13][C:14]1[CH:15]=[N:16][C:17]2[C:22]([C:23]=1[OH:24])=[CH:21][CH:20]=[CH:19][CH:18]=2. (2) Given the product [CH:8]1([CH2:7][C:4]2[S:5][CH:6]=[C:2]([C:24]3[CH:25]=[C:26]4[C:21](=[CH:22][CH:23]=3)[NH:20][CH:19]=[C:18]4[CH:15]3[CH2:16][CH2:17][S:12](=[O:11])(=[O:39])[CH2:13][CH2:14]3)[CH:3]=2)[CH2:10][CH2:9]1, predict the reactants needed to synthesize it. The reactants are: Br[C:2]1[CH:3]=[C:4]([CH2:7][CH:8]2[CH2:10][CH2:9]2)[S:5][CH:6]=1.[O:11]=[S:12]1(=[O:39])[CH2:17][CH2:16][CH:15]([C:18]2[C:26]3[C:21](=[C:22](C(N)=O)[CH:23]=[C:24](B4OC(C)(C)C(C)(C)O4)[CH:25]=3)[NH:20][CH:19]=2)[CH2:14][CH2:13]1.C([O-])([O-])=O.[K+].[K+].C(Cl)Cl.